Predict the reactants needed to synthesize the given product. From a dataset of Full USPTO retrosynthesis dataset with 1.9M reactions from patents (1976-2016). Given the product [Br:1][C:2]1[C:7]([CH3:8])=[CH:6][C:5]([O:9][CH2:18][C:15]2([S:12]([CH3:11])(=[O:14])=[O:13])[CH2:17][CH2:16]2)=[CH:4][C:3]=1[CH3:10], predict the reactants needed to synthesize it. The reactants are: [Br:1][C:2]1[C:7]([CH3:8])=[CH:6][C:5]([OH:9])=[CH:4][C:3]=1[CH3:10].[CH3:11][S:12]([C:15]1([CH2:18]O)[CH2:17][CH2:16]1)(=[O:14])=[O:13].C1(P(C2C=CC=CC=2)C2C=CC=CC=2)C=CC=CC=1.CC(OC(/N=N/C(OC(C)(C)C)=O)=O)(C)C.